Regression. Given two drug SMILES strings and cell line genomic features, predict the synergy score measuring deviation from expected non-interaction effect. From a dataset of NCI-60 drug combinations with 297,098 pairs across 59 cell lines. (1) Drug 1: C1=NC(=NC(=O)N1C2C(C(C(O2)CO)O)O)N. Drug 2: C1CCC(C(C1)N)N.C(=O)(C(=O)[O-])[O-].[Pt+4]. Cell line: MCF7. Synergy scores: CSS=28.9, Synergy_ZIP=-9.48, Synergy_Bliss=-3.64, Synergy_Loewe=-11.5, Synergy_HSA=-4.30. (2) Drug 1: CC1C(C(CC(O1)OC2CC(CC3=C2C(=C4C(=C3O)C(=O)C5=C(C4=O)C(=CC=C5)OC)O)(C(=O)CO)O)N)O.Cl. Drug 2: CN(C)C1=NC(=NC(=N1)N(C)C)N(C)C. Cell line: SF-268. Synergy scores: CSS=-0.269, Synergy_ZIP=-0.958, Synergy_Bliss=-1.95, Synergy_Loewe=-0.503, Synergy_HSA=-0.800. (3) Drug 1: COC1=CC(=CC(=C1O)OC)C2C3C(COC3=O)C(C4=CC5=C(C=C24)OCO5)OC6C(C(C7C(O6)COC(O7)C8=CC=CS8)O)O. Drug 2: C1CC(C1)(C(=O)O)C(=O)O.[NH2-].[NH2-].[Pt+2]. Cell line: CCRF-CEM. Synergy scores: CSS=76.9, Synergy_ZIP=-0.227, Synergy_Bliss=-0.695, Synergy_Loewe=-0.621, Synergy_HSA=2.49. (4) Drug 2: CC(C)(C#N)C1=CC(=CC(=C1)CN2C=NC=N2)C(C)(C)C#N. Cell line: MDA-MB-231. Drug 1: CC(C1=C(C=CC(=C1Cl)F)Cl)OC2=C(N=CC(=C2)C3=CN(N=C3)C4CCNCC4)N. Synergy scores: CSS=5.84, Synergy_ZIP=-2.78, Synergy_Bliss=-1.07, Synergy_Loewe=-1.92, Synergy_HSA=-0.947. (5) Drug 1: C1CN(CCN1C(=O)CCBr)C(=O)CCBr. Drug 2: C(CCl)NC(=O)N(CCCl)N=O. Cell line: T-47D. Synergy scores: CSS=1.51, Synergy_ZIP=-4.57, Synergy_Bliss=-2.28, Synergy_Loewe=-9.18, Synergy_HSA=-2.46. (6) Drug 1: CC1C(C(CC(O1)OC2CC(CC3=C2C(=C4C(=C3O)C(=O)C5=C(C4=O)C(=CC=C5)OC)O)(C(=O)C)O)N)O.Cl. Drug 2: CC(C)(C#N)C1=CC(=CC(=C1)CN2C=NC=N2)C(C)(C)C#N. Cell line: SF-295. Synergy scores: CSS=7.30, Synergy_ZIP=-7.03, Synergy_Bliss=-11.1, Synergy_Loewe=-8.73, Synergy_HSA=-9.02. (7) Drug 1: CC1=CC=C(C=C1)C2=CC(=NN2C3=CC=C(C=C3)S(=O)(=O)N)C(F)(F)F. Drug 2: CC1C(C(CC(O1)OC2CC(OC(C2O)C)OC3=CC4=CC5=C(C(=O)C(C(C5)C(C(=O)C(C(C)O)O)OC)OC6CC(C(C(O6)C)O)OC7CC(C(C(O7)C)O)OC8CC(C(C(O8)C)O)(C)O)C(=C4C(=C3C)O)O)O)O. Cell line: NCI-H522. Synergy scores: CSS=46.1, Synergy_ZIP=7.42, Synergy_Bliss=6.35, Synergy_Loewe=-34.7, Synergy_HSA=4.56. (8) Drug 1: CS(=O)(=O)C1=CC(=C(C=C1)C(=O)NC2=CC(=C(C=C2)Cl)C3=CC=CC=N3)Cl. Drug 2: C1CNP(=O)(OC1)N(CCCl)CCCl. Cell line: NCI-H226. Synergy scores: CSS=3.98, Synergy_ZIP=-0.228, Synergy_Bliss=0.192, Synergy_Loewe=-11.0, Synergy_HSA=-3.44.